Task: Regression/Classification. Given a drug SMILES string, predict its absorption, distribution, metabolism, or excretion properties. Task type varies by dataset: regression for continuous measurements (e.g., permeability, clearance, half-life) or binary classification for categorical outcomes (e.g., BBB penetration, CYP inhibition). Dataset: cyp2c9_veith.. Dataset: CYP2C9 inhibition data for predicting drug metabolism from PubChem BioAssay (1) The drug is CCCc1nnc(NC(=O)CCC(=O)N2CCN(c3ccccn3)CC2)s1. The result is 0 (non-inhibitor). (2) The result is 1 (inhibitor). The compound is CS(=O)(=O)O.Cc1c(C(=O)c2cccc3ccccc23)c2cccc3c2n1[C@H](CN1CCOCC1)CO3. (3) The compound is Cc1nn(-c2ccccc2)c2c1C(=O)N(Cc1ccccc1)C(=O)C(C)(C)C2. The result is 1 (inhibitor). (4) The compound is Cc1ccc2c(c1)C(N1CCN(C)CC1)=Nc1cccnc1N2. The result is 0 (non-inhibitor). (5) The compound is CCC(C)NC(=O)C1CCN(C(=O)c2ccccc2)CC1. The result is 0 (non-inhibitor). (6) The drug is O=C(O)c1cc(Cl)cc(Cc2cc(Cl)cc(C(=O)O)c2O)c1O. The result is 0 (non-inhibitor). (7) The molecule is [N-]=[N+]=Nc1ccc(C(=O)CSC[C@@H](NC(=O)CC[C@@H](N)C(=O)O)C(=O)NCC(=O)O)cc1. The result is 0 (non-inhibitor).